From a dataset of Catalyst prediction with 721,799 reactions and 888 catalyst types from USPTO. Predict which catalyst facilitates the given reaction. (1) Reactant: Br[C:2]1[CH:7]=[CH:6][C:5]([C:8]2[N:9]=[C:10]([C:23]3[CH:28]=[CH:27][CH:26]=[C:25]([Cl:29])[C:24]=3[F:30])[O:11][C:12]=2[C@@H:13]2[CH2:18][CH2:17][CH2:16][CH2:15][C@H:14]2[C:19]([O:21][CH3:22])=[O:20])=[CH:4][CH:3]=1.Cl.[NH:32]1[CH2:37][CH2:36][S:35](=[O:39])(=[O:38])[CH2:34][CH2:33]1.P([O-])([O-])([O-])=O.[K+].[K+].[K+]. Product: [Cl:29][C:25]1[C:24]([F:30])=[C:23]([C:10]2[O:11][C:12]([C@@H:13]3[CH2:18][CH2:17][CH2:16][CH2:15][C@H:14]3[C:19]([O:21][CH3:22])=[O:20])=[C:8]([C:5]3[CH:6]=[CH:7][C:2]([N:32]4[CH2:37][CH2:36][S:35](=[O:39])(=[O:38])[CH2:34][CH2:33]4)=[CH:3][CH:4]=3)[N:9]=2)[CH:28]=[CH:27][CH:26]=1. The catalyst class is: 7. (2) Reactant: CC1(C)[O:6][CH:5](/[CH:7]=[CH:8]/[C:9]2[CH:10]=[C:11]3[C:23](=[CH:24][CH:25]=2)[C:22](=[O:26])[C:14]2[C:15]4[CH:21]=[CH:20][CH:19]=[CH:18][C:16]=4[O:17][C:13]=2[C:12]3([CH3:28])[CH3:27])[CH2:4][O:3]1. The catalyst class is: 43. Product: [OH:6][CH:5]([CH2:4][OH:3])[CH2:7][CH2:8][C:9]1[CH:10]=[C:11]2[C:23](=[CH:24][CH:25]=1)[C:22](=[O:26])[C:14]1[C:15]3[CH:21]=[CH:20][CH:19]=[CH:18][C:16]=3[O:17][C:13]=1[C:12]2([CH3:28])[CH3:27]. (3) Reactant: C(O)[C:2](N)(CO)[CH2:3][OH:4].[Cl-].[Cl-].[Ca+2].C[C@@H]([C@@H]1[C@@]2(C)[C@@H](O)C[C@@H]3[C@@]4(C)CC[C@@H](O)C[C@H]4C[C@@H](O)[C@H]3[C@@H]2CC1)C[CH2:15][C:16]([NH:18][CH2:19][CH2:20][S:21]([O-:24])(=[O:23])=[O:22])=[O:17].[Na+].C(O)[C@H]1O[C@H](O[C@]2(CO)O[C@H](CO)[C@@H](O)[C@@H]2O)[C@H](O)[C@@H](O)[C@@H]1O. Product: [CH2:2]1[N:18]([CH2:19][CH2:20][S:21]([OH:24])(=[O:22])=[O:23])[CH2:16][CH2:15][O:4][CH2:3]1.[OH2:17]. The catalyst class is: 6.